Dataset: Full USPTO retrosynthesis dataset with 1.9M reactions from patents (1976-2016). Task: Predict the reactants needed to synthesize the given product. (1) Given the product [C:2]([C:7]1[O:11][C:10]([CH2:12][N:13]2[CH:17]=[CH:16][C:15]([NH:18][C:30](=[O:31])/[CH:29]=[CH:28]/[C:21]3[C:22]([F:27])=[CH:23][CH:24]=[C:25]([F:26])[C:20]=3[Cl:19])=[N:14]2)=[CH:9][CH:8]=1)(=[O:6])[CH3:1], predict the reactants needed to synthesize it. The reactants are: [CH3:1][C:2]1([C:7]2[O:11][C:10]([CH2:12][N:13]3[CH:17]=[CH:16][C:15]([NH2:18])=[N:14]3)=[CH:9][CH:8]=2)[O:6]CCO1.[Cl:19][C:20]1[C:25]([F:26])=[CH:24][CH:23]=[C:22]([F:27])[C:21]=1/[CH:28]=[CH:29]/[C:30](O)=[O:31]. (2) Given the product [O:1]1[C:5]2[CH:6]=[CH:7][CH:8]=[CH:9][C:4]=2[N:3]=[C:2]1[C:10]1[CH:11]=[CH:12][C:13]2[N:17]([CH:18]3[CH2:23][CH2:22][O:21][CH2:20][CH2:19]3)[C:29]([C:25]3[NH:24][CH:28]=[CH:27][N:26]=3)=[N:15][C:14]=2[CH:16]=1, predict the reactants needed to synthesize it. The reactants are: [O:1]1[C:5]2[CH:6]=[CH:7][CH:8]=[CH:9][C:4]=2[N:3]=[C:2]1[C:10]1[CH:11]=[CH:12][C:13]([NH:17][CH:18]2[CH2:23][CH2:22][O:21][CH2:20][CH2:19]2)=[C:14]([CH:16]=1)[NH2:15].[NH:24]1[CH:28]=[CH:27][N:26]=[C:25]1[CH:29]=O.OOS([O-])=O.[K+].C(=O)([O-])[O-].[K+].[K+]. (3) Given the product [CH3:14][C:12]1[O:11][N:10]=[C:9]([CH2:8][O:7][CH:6]2[C:2](=[O:1])[CH2:3][N:4]([C:15](=[O:34])[C@H:16]([CH2:30][CH:31]([CH3:32])[CH3:33])[NH:17][C:18]([C:20]3[CH:29]=[CH:28][C:27]4[C:22](=[CH:23][CH:24]=[CH:25][CH:26]=4)[N:21]=3)=[O:19])[CH2:5]2)[CH:13]=1, predict the reactants needed to synthesize it. The reactants are: [OH:1][CH:2]1[CH:6]([O:7][CH2:8][C:9]2[CH:13]=[C:12]([CH3:14])[O:11][N:10]=2)[CH2:5][N:4]([C:15](=[O:34])[C@H:16]([CH2:30][CH:31]([CH3:33])[CH3:32])[NH:17][C:18]([C:20]2[CH:29]=[CH:28][C:27]3[C:22](=[CH:23][CH:24]=[CH:25][CH:26]=3)[N:21]=2)=[O:19])[CH2:3]1.CC(OI1(OC(C)=O)(OC(C)=O)OC(=O)C2C=CC=CC1=2)=O.CCCCCC.C(OCC)(=O)C. (4) Given the product [F:1][C:2]1[CH:7]=[CH:6][C:5]([C:8]2[CH:9]=[C:10]([CH2:19][N:30]3[CH2:31][CH2:32][N:27]([CH3:26])[CH2:28][CH2:29]3)[C:11](=[O:18])[N:12]([CH2:14][CH:15]([CH3:17])[CH3:16])[N:13]=2)=[CH:4][C:3]=1[CH3:25], predict the reactants needed to synthesize it. The reactants are: [F:1][C:2]1[CH:7]=[CH:6][C:5]([C:8]2[CH:9]=[C:10]([CH2:19]OS(C)(=O)=O)[C:11](=[O:18])[N:12]([CH2:14][CH:15]([CH3:17])[CH3:16])[N:13]=2)=[CH:4][C:3]=1[CH3:25].[CH3:26][N:27]1[CH2:32][CH2:31][NH:30][CH2:29][CH2:28]1. (5) Given the product [Br:1][C:2]1[CH:3]=[C:4]2[C:12](=[CH:13][CH:14]=1)[NH:11][C:10]1[CH:9]([NH:15][C:21]([NH2:20])=[O:22])[CH2:8][CH2:7][CH2:6][C:5]2=1, predict the reactants needed to synthesize it. The reactants are: [Br:1][C:2]1[CH:3]=[C:4]2[C:12](=[CH:13][CH:14]=1)[NH:11][C:10]1[CH:9]([NH2:15])[CH2:8][CH2:7][CH2:6][C:5]2=1.C[Si]([N:20]=[C:21]=[O:22])(C)C.